This data is from Full USPTO retrosynthesis dataset with 1.9M reactions from patents (1976-2016). The task is: Predict the reactants needed to synthesize the given product. Given the product [F:1][C:2]1[CH:7]=[CH:6][C:5]([CH2:8][CH2:9][C:10]([O:12][CH3:13])=[O:11])=[C:4]([O:14][CH2:28][C@:29]2([CH3:32])[CH2:31][O:30]2)[CH:3]=1, predict the reactants needed to synthesize it. The reactants are: [F:1][C:2]1[CH:7]=[CH:6][C:5]([CH2:8][CH2:9][C:10]([O:12][CH3:13])=[O:11])=[C:4]([OH:14])[CH:3]=1.[N+](C1C=C(S(O[CH2:28][C@:29]2([CH3:32])[CH2:31][O:30]2)(=O)=O)C=CC=1)([O-])=O.C([O-])([O-])=O.[Cs+].[Cs+].